This data is from Forward reaction prediction with 1.9M reactions from USPTO patents (1976-2016). The task is: Predict the product of the given reaction. Given the reactants [CH2:1]([O:8][C:9]1[CH:14]=[CH:13][C:12]([N:15]2[C:19]([CH3:20])=[C:18]([C:21](O)=[O:22])[N:17]=[C:16]2[C:24]2[CH:29]=[CH:28][C:27]([Cl:30])=[CH:26][C:25]=2[Cl:31])=[CH:11][CH:10]=1)[C:2]1[CH:7]=[CH:6][CH:5]=[CH:4][CH:3]=1.C(Cl)(=O)C(Cl)=O.[C@@H:38]1([NH2:45])[CH2:43][CH2:42][CH2:41][CH2:40][C@@H:39]1[NH2:44].[OH-].[Na+], predict the reaction product. The product is: [NH2:44][C@@H:39]1[CH2:40][CH2:41][CH2:42][CH2:43][C@@H:38]1[NH:45][C:21]([C:18]1[N:17]=[C:16]([C:24]2[CH:29]=[CH:28][C:27]([Cl:30])=[CH:26][C:25]=2[Cl:31])[N:15]([C:12]2[CH:11]=[CH:10][C:9]([O:8][CH2:1][C:2]3[CH:7]=[CH:6][CH:5]=[CH:4][CH:3]=3)=[CH:14][CH:13]=2)[C:19]=1[CH3:20])=[O:22].